This data is from Full USPTO retrosynthesis dataset with 1.9M reactions from patents (1976-2016). The task is: Predict the reactants needed to synthesize the given product. Given the product [CH:14]1[C:23]2[C:18](=[CH:19][CH:20]=[CH:21][CH:22]=2)[CH:17]=[CH:16][C:15]=1[C@H:24]([NH:26][C:2]1[CH:9]=[CH:8][C:5]([C:6]#[N:7])=[C:4]([C:10]([F:13])([F:12])[F:11])[CH:3]=1)[CH3:25], predict the reactants needed to synthesize it. The reactants are: F[C:2]1[CH:9]=[CH:8][C:5]([C:6]#[N:7])=[C:4]([C:10]([F:13])([F:12])[F:11])[CH:3]=1.[CH:14]1[C:23]2[C:18](=[CH:19][CH:20]=[CH:21][CH:22]=2)[CH:17]=[CH:16][C:15]=1[C@H:24]([NH2:26])[CH3:25].C([O-])([O-])=O.[Cs+].[Cs+].O.